The task is: Predict the product of the given reaction.. This data is from Forward reaction prediction with 1.9M reactions from USPTO patents (1976-2016). (1) The product is: [CH3:13][O:14][CH2:15][C:16]1[NH:9][C:8]([C:4]2[CH:5]=[CH:6][CH:7]=[CH:2][C:3]=2[O:11][CH2:12][C:24]2[CH:29]=[CH:28][CH:27]=[CH:26][CH:25]=2)=[N:10][C:18](=[O:20])[CH:17]=1. Given the reactants F[C:2]1[C:3]([O:11][CH3:12])=[C:4]([C:8](=[NH:10])[NH2:9])[CH:5]=[CH:6][CH:7]=1.[CH3:13][O:14][CH2:15][C:16](=O)[CH2:17][C:18]([O:20]C)=O.O=[C:24]1[CH2:29][CH2:28][CH2:27][CH2:26][CH:25]1C([O-])=O, predict the reaction product. (2) Given the reactants [Cl:1][C:2]1[C:8]([O:9][CH3:10])=[CH:7][C:5]([NH2:6])=[C:4]([O:11][CH3:12])[CH:3]=1.[F:13][C:14]1[CH:15]=[C:16]([CH:20]=[CH:21][C:22]=1[O:23][CH3:24])[C:17](O)=[O:18], predict the reaction product. The product is: [Cl:1][C:2]1[C:8]([O:9][CH3:10])=[CH:7][C:5]([NH:6][C:17](=[O:18])[C:16]2[CH:20]=[CH:21][C:22]([O:23][CH3:24])=[C:14]([F:13])[CH:15]=2)=[C:4]([O:11][CH3:12])[CH:3]=1. (3) Given the reactants [Br:1][C:2]1[C:3](F)=[C:4]2[C:10]([NH:11][C:12]([C:14]3[N:15]=[C:16]([CH3:19])[O:17][CH:18]=3)=[O:13])=[CH:9][NH:8][C:5]2=[N:6][CH:7]=1.[NH:21]1[CH2:26][CH2:25][CH2:24][C@@H:23]([NH:27][C:28](=[O:34])[O:29][C:30]([CH3:33])([CH3:32])[CH3:31])[CH2:22]1, predict the reaction product. The product is: [Br:1][C:2]1[C:3]([N:21]2[CH2:26][CH2:25][CH2:24][C@@H:23]([NH:27][C:28](=[O:34])[O:29][C:30]([CH3:32])([CH3:31])[CH3:33])[CH2:22]2)=[C:4]2[C:10]([NH:11][C:12]([C:14]3[N:15]=[C:16]([CH3:19])[O:17][CH:18]=3)=[O:13])=[CH:9][NH:8][C:5]2=[N:6][CH:7]=1.